This data is from Reaction yield outcomes from USPTO patents with 853,638 reactions. The task is: Predict the reaction yield, written as a fraction of the theoretical maximum amount of product (1.0 means a 100% yield; for example, 0.34 means a 34% yield). (1) The reactants are Br[C:2]1[CH:7]=[C:6](F)[C:5]([N+:9]([O-:11])=[O:10])=[CH:4][C:3]=1[Cl:12].C(Cl)Cl.C(N([CH2:21][CH3:22])CC)C.O.[CH2:24]([OH:27])CC. The catalyst is C1C=CC(P(C2C=CC=CC=2)[C-]2C=CC=C2)=CC=1.C1C=CC(P(C2C=CC=CC=2)[C-]2C=CC=C2)=CC=1.Cl[Pd]Cl.[Fe+2]. The product is [Cl:12][C:3]1[CH:4]=[C:5]([N+:9]([O-:11])=[O:10])[C:6]([O:27][CH3:24])=[CH:7][C:2]=1[CH:21]=[CH2:22]. The yield is 0.750. (2) The reactants are [Br:1][C:2]1[C:3]2[N:4]([CH:9]=[CH:10][N:11]=2)[N:5]=[C:6]([Cl:8])[CH:7]=1.C1C(=O)N([Br:19])C(=O)C1. The catalyst is C(Cl)Cl. The product is [Br:19][C:9]1[N:4]2[N:5]=[C:6]([Cl:8])[CH:7]=[C:2]([Br:1])[C:3]2=[N:11][CH:10]=1. The yield is 1.00. (3) The reactants are [Br:1][C:2]1[C:7]([CH3:8])=[CH:6][C:5]([OH:9])=[CH:4][C:3]=1[CH3:10].[CH3:11][S:12][CH2:13][CH2:14][CH2:15]O.C(P(CCCC)CCCC)CCC.N(C(N1CCCCC1)=O)=NC(N1CCCCC1)=O. The catalyst is C1(C)C=CC=CC=1.CCCCCC. The product is [Br:1][C:2]1[C:7]([CH3:8])=[CH:6][C:5]([O:9][CH2:15][CH2:14][CH2:13][S:12][CH3:11])=[CH:4][C:3]=1[CH3:10]. The yield is 0.870. (4) The reactants are [Cl:1][S:2]([OH:5])(=O)=[O:3].[CH:6]1[CH:7]=[CH:8][C:9]2[O:16][C:14](=[O:15])[CH2:13][CH2:12][C:10]=2[CH:11]=1. No catalyst specified. The product is [O:15]=[C:14]1[CH2:13][CH2:12][C:10]2[C:9](=[CH:8][CH:7]=[C:6]([S:2]([Cl:1])(=[O:5])=[O:3])[CH:11]=2)[O:16]1. The yield is 0.430. (5) The reactants are [CH2:1]([N:8]1[C:16]2[C:11](=[CH:12][CH:13]=[C:14]([C:17]([OH:19])=O)[CH:15]=2)[CH2:10][CH2:9]1)[C:2]1[CH:7]=[CH:6][CH:5]=[CH:4][CH:3]=1.C(N(CC)CC)C.C(Cl)CCl.C1C=CC2N(O)N=NC=2C=1.O.[CH3:42][O:43][CH:44]([O:47][CH3:48])[CH2:45][NH2:46]. The catalyst is CN(C=O)C. The product is [CH3:42][O:43][CH:44]([O:47][CH3:48])[CH2:45][NH:46][C:17]([C:14]1[CH:15]=[C:16]2[C:11]([CH2:10][CH2:9][N:8]2[CH2:1][C:2]2[CH:3]=[CH:4][CH:5]=[CH:6][CH:7]=2)=[CH:12][CH:13]=1)=[O:19]. The yield is 0.990. (6) The reactants are [CH3:1][C@@H:2]1[NH:7][CH2:6][CH2:5][N:4]([C:8]([O:10][C:11]([CH3:14])([CH3:13])[CH3:12])=[O:9])[CH2:3]1.F[C:16]1[CH:23]=[CH:22][C:21]([N+:24]([O-:26])=[O:25])=[CH:20][C:17]=1[CH:18]=[O:19].C([O-])([O-])=O.[K+].[K+]. The catalyst is CN(C=O)C. The product is [CH:18]([C:17]1[CH:20]=[C:21]([N+:24]([O-:26])=[O:25])[CH:22]=[CH:23][C:16]=1[N:7]1[CH2:6][CH2:5][N:4]([C:8]([O:10][C:11]([CH3:13])([CH3:12])[CH3:14])=[O:9])[CH2:3][C@@H:2]1[CH3:1])=[O:19]. The yield is 0.800. (7) The reactants are [Cl:1][C:2]1[CH:15]=[C:14](/[CH:16]=[CH:17]/[CH:18]([C:23]2[CH:28]=[C:27]([Cl:29])[C:26]([Cl:30])=[C:25]([Cl:31])[CH:24]=2)[C:19]([F:22])([F:21])[F:20])[CH:13]=[CH:12][C:3]=1[CH2:4][NH:5][C:6](=[O:11])[CH2:7][CH2:8]SC.O[O:33][S:34]([O-:36])=O.[K+].[CH3:38]C(C)=O. The catalyst is O. The product is [Cl:1][C:2]1[CH:15]=[C:14](/[CH:16]=[CH:17]/[CH:18]([C:23]2[CH:24]=[C:25]([Cl:31])[C:26]([Cl:30])=[C:27]([Cl:29])[CH:28]=2)[C:19]([F:22])([F:21])[F:20])[CH:13]=[CH:12][C:3]=1[CH2:4][NH:5][C:6](=[O:11])[CH2:7][CH2:8][S:34]([CH3:38])(=[O:36])=[O:33]. The yield is 0.600.